Dataset: Reaction yield outcomes from USPTO patents with 853,638 reactions. Task: Predict the reaction yield, written as a fraction of the theoretical maximum amount of product (1.0 means a 100% yield; for example, 0.34 means a 34% yield). (1) The reactants are [CH2:1]([O:4][C:5]1([CH3:36])[CH2:10][CH2:9][N:8]([C:11]2[N:16]3[N:17]=[C:18]([CH2:20][N:21]=[N+]=[N-])[CH:19]=[C:15]3[N:14]=[C:13]([CH3:24])[C:12]=2[C@H:25]([O:31][C:32]([CH3:35])([CH3:34])[CH3:33])[C:26]([O:28][CH2:29][CH3:30])=[O:27])[CH2:7][CH2:6]1)[CH:2]=[CH2:3].C1C=CC(P(C2C=CC=CC=2)C2C=CC=CC=2)=CC=1.CCN(C(C)C)C(C)C.[CH2:65]([O:68][C:69]1[CH:74]=[CH:73][CH:72]=[CH:71][C:70]=1[CH2:75][C:76](O)=[O:77])[CH:66]=[CH2:67].C(Cl)(=O)C(Cl)=O. The catalyst is C(Cl)Cl.CN(C=O)C.O.C1COCC1. The product is [CH2:1]([O:4][C:5]1([CH3:36])[CH2:10][CH2:9][N:8]([C:11]2[N:16]3[N:17]=[C:18]([CH2:20][NH:21][C:76](=[O:77])[CH2:75][C:70]4[CH:71]=[CH:72][CH:73]=[CH:74][C:69]=4[O:68][CH2:65][CH:66]=[CH2:67])[CH:19]=[C:15]3[N:14]=[C:13]([CH3:24])[C:12]=2[C@H:25]([O:31][C:32]([CH3:35])([CH3:34])[CH3:33])[C:26]([O:28][CH2:29][CH3:30])=[O:27])[CH2:7][CH2:6]1)[CH:2]=[CH2:3]. The yield is 0.599. (2) The reactants are C(OC(=O)[NH:7][CH:8]1[CH2:13][CH2:12][N:11]([C:14]2[CH:15]=[CH:16][CH:17]=[C:18]3[C:23]=2[N:22]=[C:21]([N:24]2[C:28]4[CH:29]=[CH:30][C:31]([O:33][CH2:34][C:35]5([CH3:39])[CH2:38][O:37][CH2:36]5)=[CH:32][C:27]=4[N:26]=[CH:25]2)[CH:20]=[CH:19]3)[CH2:10][CH2:9]1)(C)(C)C.CC(C)([O-])C.[Na+].O. The catalyst is CC1CCCO1. The product is [CH3:39][C:35]1([CH2:34][O:33][C:31]2[CH:30]=[CH:29][C:28]3[N:24]([C:21]4[CH:20]=[CH:19][C:18]5[C:23](=[C:14]([N:11]6[CH2:10][CH2:9][CH:8]([NH2:7])[CH2:13][CH2:12]6)[CH:15]=[CH:16][CH:17]=5)[N:22]=4)[CH:25]=[N:26][C:27]=3[CH:32]=2)[CH2:38][O:37][CH2:36]1. The yield is 0.860.